Dataset: Full USPTO retrosynthesis dataset with 1.9M reactions from patents (1976-2016). Task: Predict the reactants needed to synthesize the given product. Given the product [Br:1][C:2]1[CH:3]=[C:4]([C:8]2[C:11]([C:12]3[CH:17]=[CH:16][CH:15]=[CH:14][CH:13]=3)=[C:20]([C:21]([O:23][CH3:24])=[O:22])[NH:10][CH:9]=2)[CH:5]=[CH:6][CH:7]=1, predict the reactants needed to synthesize it. The reactants are: [Br:1][C:2]1[CH:3]=[C:4](/[C:8](=[CH:11]/[C:12]2[CH:17]=[CH:16][CH:15]=[CH:14][CH:13]=2)/[C:9]#[N:10])[CH:5]=[CH:6][CH:7]=1.[N+]([CH2:20][C:21]([O:23][CH3:24])=[O:22])#[C-].CC(C)([O-])C.[K+].[Cl-].[NH4+].